The task is: Binary Classification. Given a miRNA mature sequence and a target amino acid sequence, predict their likelihood of interaction.. This data is from Experimentally validated miRNA-target interactions with 360,000+ pairs, plus equal number of negative samples. The miRNA is hsa-miR-7113-5p with sequence UCCAGGGAGACAGUGUGUGAG. The protein sequence of the target gene is MSHLFSPPLAALAASPLLYVYSPERPGLPLAFAPAAALAGPGRVEPPQKPPYSYIALIAMAIQDAPEQRVTLNGIYQFIMDRFPFYHDNRQGWQNSIRHNLSLNECFVKVPREKGRPGKGSYWTLDPRCLDMFENGNYRRRKRKPKPAAGSPEAKRTRVEPPESEVGCDVGSPDLATALPTRAPDRSQSPAVGTARPALLPWPGPEPRDPDADLTVQGAGAVASGQLQRPAHHLGSPLCPAPSGSPKGSKSKSFSIDSILAVRPTPASGAEAPGIPKPVPGALGSSLLAASSGLAPPFNA.... Result: 0 (no interaction).